Dataset: Full USPTO retrosynthesis dataset with 1.9M reactions from patents (1976-2016). Task: Predict the reactants needed to synthesize the given product. Given the product [CH3:21][O:14][C:12](=[O:13])[CH2:11][C:8]1[CH:9]=[CH:10][C:5]([OH:4])=[C:6]([O:15][CH3:16])[CH:7]=1, predict the reactants needed to synthesize it. The reactants are: C([O:4][C:5]1[CH:10]=[CH:9][C:8]([CH2:11][C:12]([OH:14])=[O:13])=[CH:7][C:6]=1[O:15][CH3:16])(=O)C.S(Cl)(Cl)=O.[CH3:21]O.